From a dataset of Forward reaction prediction with 1.9M reactions from USPTO patents (1976-2016). Predict the product of the given reaction. (1) The product is: [Cl:12][C:11]1[N:10]=[C:9]2[NH:13][C:1](=[S:2])[NH:14][C:8]2=[CH:7][C:6]=1[Cl:5]. Given the reactants [C:1](Cl)(Cl)=[S:2].[Cl:5][C:6]1[CH:7]=[C:8]([NH2:14])[C:9]([NH2:13])=[N:10][C:11]=1[Cl:12].C(N(CC)CC)C, predict the reaction product. (2) Given the reactants [CH3:1][O:2][C:3]1[CH:4]=[C:5]([NH:15][C:16]([NH2:18])=[S:17])[CH:6]=[CH:7][C:8]=1[N:9]1[CH:13]=[C:12]([CH3:14])[N:11]=[CH:10]1.Br[CH:20]1[CH2:25][CH2:24][CH2:23][CH:22]([C:26]([O:28][CH2:29][CH3:30])=[O:27])[C:21]1=O, predict the reaction product. The product is: [CH2:29]([O:28][C:26]([CH:22]1[C:21]2[N:18]=[C:16]([NH:15][C:5]3[CH:6]=[CH:7][C:8]([N:9]4[CH:13]=[C:12]([CH3:14])[N:11]=[CH:10]4)=[C:3]([O:2][CH3:1])[CH:4]=3)[S:17][C:20]=2[CH2:25][CH2:24][CH2:23]1)=[O:27])[CH3:30]. (3) Given the reactants [C:1]1([SH:7])[CH:6]=[CH:5][CH:4]=[CH:3][CH:2]=1.[F-].[Cs+].CS(O[C@H:15]1[CH2:20][CH2:19][C@@H:18]([C:21]2[CH:26]=[CH:25][C:24]([O:27][Si](C(C)(C)C)(C)C)=[CH:23][C:22]=2[O:35][Si](C(C)(C)C)(C)C)[CH2:17][CH2:16]1)(=O)=O.C(=O)([O-])O.[Na+], predict the reaction product. The product is: [C:1]1([S:7][C@H:15]2[CH2:16][CH2:17][C@H:18]([C:21]3[CH:26]=[CH:25][C:24]([OH:27])=[CH:23][C:22]=3[OH:35])[CH2:19][CH2:20]2)[CH:6]=[CH:5][CH:4]=[CH:3][CH:2]=1. (4) Given the reactants [CH3:1][O:2][C:3](=[O:22])[C@@H:4]([NH:13][C:14]([O:16][CH:17]1[CH2:21][CH2:20][CH2:19][CH2:18]1)=[O:15])[CH2:5][CH2:6][CH2:7][CH2:8][CH2:9][CH2:10][CH2:11][OH:12].C1C=C[NH+]=CC=1.[O-][Cr](Cl)(=O)=O, predict the reaction product. The product is: [CH3:1][O:2][C:3](=[O:22])[C@@H:4]([NH:13][C:14]([O:16][CH:17]1[CH2:21][CH2:20][CH2:19][CH2:18]1)=[O:15])[CH2:5][CH2:6][CH2:7][CH2:8][CH2:9][CH2:10][CH:11]=[O:12]. (5) Given the reactants [CH2:1]([O:3][C:4]([C:6]1[CH:10]=[C:9]([CH3:11])[N:8]([CH:12]([C:14]2[CH:19]=[C:18]([Cl:20])[CH:17]=[CH:16][C:15]=2[OH:21])[CH3:13])[N:7]=1)=[O:5])[CH3:2].C([O-])([O-])=O.[K+].[K+].Br[CH2:29][CH:30]([CH3:32])[CH3:31], predict the reaction product. The product is: [CH2:1]([O:3][C:4]([C:6]1[CH:10]=[C:9]([CH3:11])[N:8]([CH:12]([C:14]2[CH:19]=[C:18]([Cl:20])[CH:17]=[CH:16][C:15]=2[O:21][CH2:29][CH:30]([CH3:32])[CH3:31])[CH3:13])[N:7]=1)=[O:5])[CH3:2]. (6) Given the reactants [CH2:1]([N:3]1[CH:7]=[C:6]([C:8](O)=[O:9])[CH:5]=[N:4]1)[CH3:2].B.Cl.C(=O)([O-])O.[Na+], predict the reaction product. The product is: [CH2:1]([N:3]1[CH:7]=[C:6]([CH2:8][OH:9])[CH:5]=[N:4]1)[CH3:2]. (7) Given the reactants [OH:1][CH2:2][C:3]1[O:7][N:6]=[C:5]([C:8]2[CH:13]=[CH:12][CH:11]=[CH:10][N:9]=2)[CH:4]=1.C(N(CC)CC)C.[CH3:21][S:22](Cl)(=[O:24])=[O:23], predict the reaction product. The product is: [CH3:21][S:22]([O:1][CH2:2][C:3]1[O:7][N:6]=[C:5]([C:8]2[CH:13]=[CH:12][CH:11]=[CH:10][N:9]=2)[CH:4]=1)(=[O:24])=[O:23]. (8) Given the reactants [F:1][C:2]1[CH:7]=[CH:6][C:5]([F:8])=[CH:4][C:3]=1[C@:9]1([S:24]([C:27]2[CH:32]=[CH:31][C:30]([C:33]([F:36])([F:35])[F:34])=[CH:29][CH:28]=2)(=[O:26])=[O:25])[CH2:23][C@H:13]2[CH2:14][C@H:15]([CH2:20][CH:21]=C)[S:16](=[O:19])(=[O:18])[NH:17][C@H:12]2[CH2:11][CH2:10]1.[O:37]=[O+][O-].[BH4-].[Na+], predict the reaction product. The product is: [F:1][C:2]1[CH:7]=[CH:6][C:5]([F:8])=[CH:4][C:3]=1[C@:9]1([S:24]([C:27]2[CH:32]=[CH:31][C:30]([C:33]([F:36])([F:35])[F:34])=[CH:29][CH:28]=2)(=[O:26])=[O:25])[CH2:23][C@H:13]2[CH2:14][C@H:15]([CH2:20][CH2:21][OH:37])[S:16](=[O:19])(=[O:18])[NH:17][C@H:12]2[CH2:11][CH2:10]1. (9) Given the reactants [Br:1][C:2]1[CH:7]=[CH:6][C:5]([N+:8]([O-:10])=[O:9])=[CH:4][C:3]=1[OH:11].Br[CH2:13][C:14]([CH3:16])=[CH2:15].C([O-])([O-])=O.[K+].[K+], predict the reaction product. The product is: [Br:1][C:2]1[CH:7]=[CH:6][C:5]([N+:8]([O-:10])=[O:9])=[CH:4][C:3]=1[O:11][CH2:15][C:14]([CH3:16])=[CH2:13]. (10) Given the reactants [CH2:1]([N:4]1[C:12](=[O:13])[C:11]2[N:10](COCC[Si](C)(C)C)[C:9]([C:22]3[CH:23]=[N:24][N:25]([CH2:27][C:28]#[C:29][C:30]4[CH:35]=[CH:34][C:33]([CH3:36])=[CH:32][CH:31]=4)[CH:26]=3)=[N:8][C:7]=2[N:6](COCC[Si](C)(C)C)[C:5]1=[O:45])[CH2:2][CH3:3].Cl, predict the reaction product. The product is: [CH2:1]([N:4]1[C:12](=[O:13])[C:11]2[NH:10][C:9]([C:22]3[CH:23]=[N:24][N:25]([CH2:27][C:28]#[C:29][C:30]4[CH:35]=[CH:34][C:33]([CH3:36])=[CH:32][CH:31]=4)[CH:26]=3)=[N:8][C:7]=2[NH:6][C:5]1=[O:45])[CH2:2][CH3:3].